From a dataset of Full USPTO retrosynthesis dataset with 1.9M reactions from patents (1976-2016). Predict the reactants needed to synthesize the given product. (1) Given the product [CH3:1][NH:2][C:3]1[CH:11]=[CH:10][C:6]([C:7]([O:9][CH2:12][CH3:13])=[O:8])=[CH:5][CH:4]=1, predict the reactants needed to synthesize it. The reactants are: [CH3:1][NH:2][C:3]1[CH:11]=[CH:10][C:6]([C:7]([OH:9])=[O:8])=[CH:5][CH:4]=1.[CH2:12](O)[CH3:13]. (2) Given the product [CH3:15][C:2]1([CH3:1])[C@@H:4]2[CH2:5][C:6]3[C:10]([C@H:3]12)=[C:9]([CH3:11])[S:8][C:7]=3[C:12](=[O:14])[CH3:17], predict the reactants needed to synthesize it. The reactants are: [CH3:1][C:2]1([CH3:15])[C@@H:4]2[CH2:5][C:6]3[C:10]([C@H:3]12)=[C:9]([CH3:11])[S:8][C:7]=3[C:12]([OH:14])=O.[Li][CH3:17]. (3) Given the product [CH3:16][O:17][C:18]1[CH:23]=[CH:22][C:21]([C@@H:24]([NH:26][C:9](=[O:11])[CH2:8][N:7]2[C:2](=[O:1])[C:3]3[CH:15]=[CH:14][CH:13]=[CH:12][C:4]=3[N:5]=[N:6]2)[CH3:25])=[CH:20][CH:19]=1, predict the reactants needed to synthesize it. The reactants are: [O:1]=[C:2]1[N:7]([CH2:8][C:9]([OH:11])=O)[N:6]=[N:5][C:4]2[CH:12]=[CH:13][CH:14]=[CH:15][C:3]1=2.[CH3:16][O:17][C:18]1[CH:23]=[CH:22][C:21]([C@@H:24]([NH2:26])[CH3:25])=[CH:20][CH:19]=1. (4) Given the product [C:1]([O:5][C:6]([NH:8][CH2:9][CH2:10][CH2:11][CH2:12][CH2:13][C:14]([O:16][CH3:18])=[O:15])=[O:7])([CH3:4])([CH3:2])[CH3:3], predict the reactants needed to synthesize it. The reactants are: [C:1]([O:5][C:6]([NH:8][CH2:9][CH2:10][CH2:11][CH2:12][CH2:13][C:14]([OH:16])=[O:15])=[O:7])([CH3:4])([CH3:3])[CH3:2].Cl.[CH2:18](N=C=NCCCN(C)C)C. (5) The reactants are: [NH2:1][C@H:2]([C:10]([OH:12])=[O:11])[CH2:3][C:4]1[CH:9]=[CH:8][CH:7]=[CH:6][CH:5]=1.[F:13]C1C=CC(C[C@@H](C(O)=O)N)=CC=1.N[C@H](C(O)=O)CC[Se]C. Given the product [F:13][NH:1][C@H:2]([C:10]([OH:12])=[O:11])[CH2:3][C:4]1[CH:9]=[CH:8][CH:7]=[CH:6][CH:5]=1, predict the reactants needed to synthesize it.